From a dataset of Forward reaction prediction with 1.9M reactions from USPTO patents (1976-2016). Predict the product of the given reaction. (1) Given the reactants [CH3:1][N:2]([CH2:4][C:5]1[CH:12]=[CH:11][C:8]([CH:9]=O)=[CH:7][CH:6]=1)[CH3:3].S([O-])([O-])(=O)=O.[Mg+2].[NH2:19][C:20]1[CH:28]=[C:27]([F:29])[CH:26]=[C:25]2[C:21]=1[CH2:22][O:23][C:24]2=[O:30], predict the reaction product. The product is: [CH3:1][N:2]([CH2:4][C:5]1[CH:12]=[CH:11][C:8](/[CH:9]=[N:19]/[C:20]2[CH:28]=[C:27]([F:29])[CH:26]=[C:25]3[C:21]=2[CH2:22][O:23][C:24]3=[O:30])=[CH:7][CH:6]=1)[CH3:3]. (2) The product is: [CH3:30][O:29][CH2:28][CH2:27][CH2:26][CH2:25][N:1]1[C:9]2[C:4](=[CH:5][CH:6]=[CH:7][CH:8]=2)[CH:3]=[C:2]1[C:10]([OH:12])=[O:11]. Given the reactants [NH:1]1[C:9]2[C:4](=[CH:5][CH:6]=[CH:7][CH:8]=2)[CH:3]=[C:2]1[C:10]([O:12]C)=[O:11].C(=O)([O-])[O-].[Cs+].[Cs+].CS(O[CH2:25][CH2:26][CH2:27][CH2:28][O:29][CH3:30])(=O)=O, predict the reaction product.